Dataset: Forward reaction prediction with 1.9M reactions from USPTO patents (1976-2016). Task: Predict the product of the given reaction. Given the reactants C(Cl)Cl.BrCC1C=CC(OC)=CC=1CBr.O=C(CC(OCC)=O)CC(OCC)=O.[Cl-].[NH4+].C(OC([CH:37]1[C:43](=[O:44])[CH:42](C(OCC)=O)[CH2:41][C:40]2[CH:50]=[C:51]([O:54][CH3:55])[CH:52]=[CH:53][C:39]=2[CH2:38]1)=O)C.[CH3:55][O:54][C:51]1[CH:52]=[CH:53][C:39]2[CH2:38][CH2:37][C:43](=[O:44])[CH2:42][CH2:41][C:40]=2[CH:50]=1.[OH-].[K+], predict the reaction product. The product is: [CH3:55][O:54][C:51]1[CH:52]=[CH:53][C:39]2[CH2:38][CH2:37][C:43](=[O:44])[CH2:42][CH2:41][C:40]=2[CH:50]=1.